From a dataset of NCI-60 drug combinations with 297,098 pairs across 59 cell lines. Regression. Given two drug SMILES strings and cell line genomic features, predict the synergy score measuring deviation from expected non-interaction effect. (1) Drug 1: CC1=C2C(C(=O)C3(C(CC4C(C3C(C(C2(C)C)(CC1OC(=O)C(C(C5=CC=CC=C5)NC(=O)C6=CC=CC=C6)O)O)OC(=O)C7=CC=CC=C7)(CO4)OC(=O)C)O)C)OC(=O)C. Drug 2: CS(=O)(=O)OCCCCOS(=O)(=O)C. Cell line: K-562. Synergy scores: CSS=37.7, Synergy_ZIP=-1.83, Synergy_Bliss=-0.448, Synergy_Loewe=-4.27, Synergy_HSA=-2.63. (2) Drug 1: C1CN1P(=S)(N2CC2)N3CC3. Drug 2: CC(C)(C#N)C1=CC(=CC(=C1)CN2C=NC=N2)C(C)(C)C#N. Cell line: MDA-MB-435. Synergy scores: CSS=-5.45, Synergy_ZIP=4.08, Synergy_Bliss=1.97, Synergy_Loewe=-5.26, Synergy_HSA=-2.87. (3) Drug 1: C1C(C(OC1N2C=C(C(=O)NC2=O)F)CO)O. Drug 2: CCC1(C2=C(COC1=O)C(=O)N3CC4=CC5=C(C=CC(=C5CN(C)C)O)N=C4C3=C2)O.Cl. Cell line: HS 578T. Synergy scores: CSS=6.63, Synergy_ZIP=-5.12, Synergy_Bliss=-5.10, Synergy_Loewe=-8.47, Synergy_HSA=-4.24.